Dataset: Peptide-MHC class I binding affinity with 185,985 pairs from IEDB/IMGT. Task: Regression. Given a peptide amino acid sequence and an MHC pseudo amino acid sequence, predict their binding affinity value. This is MHC class I binding data. The peptide sequence is YMLKHVVWAA. The MHC is Mamu-B01 with pseudo-sequence Mamu-B01. The binding affinity (normalized) is 0.204.